Predict the product of the given reaction. From a dataset of Forward reaction prediction with 1.9M reactions from USPTO patents (1976-2016). (1) Given the reactants [Cl:1][C:2]1[CH:7]=[CH:6][C:5]([NH:8][C:9]([C:11]2[C:12]([CH3:21])=[N:13][C:14]([C:17]([F:20])([F:19])[F:18])=[CH:15][CH:16]=2)=[O:10])=[CH:4][C:3]=1I, predict the reaction product. The product is: [Cl:1][C:2]1[CH:7]=[CH:6][C:5]([NH:8][C:9]([C:11]2[C:12]([CH3:21])=[N:13][C:14]([C:17]([F:20])([F:19])[F:18])=[CH:15][CH:16]=2)=[O:10])=[CH:4][C:3]=1[C:12]1[C:11]([CH3:9])=[CH:16][CH:15]=[CH:14][N:13]=1. (2) Given the reactants [NH2:1][C:2]1[CH:3]=[CH:4][C:5]2[C:11](=O)[N:10]([CH2:13][CH3:14])[CH2:9][CH2:8][N:7]([CH2:15][CH3:16])[C:6]=2[CH:17]=1, predict the reaction product. The product is: [CH2:15]([N:7]1[C:6]2[CH:17]=[C:2]([NH2:1])[CH:3]=[CH:4][C:5]=2[CH2:11][N:10]([CH2:13][CH3:14])[CH2:9][CH2:8]1)[CH3:16]. (3) Given the reactants [CH2:1]([P:3]([CH:6]([C:10]1[CH:15]=[CH:14][CH:13]=[CH:12][CH:11]=1)[CH2:7][CH2:8][OH:9])(=[O:5])[OH:4])[CH3:2].[CH2:16](O)[CH2:17][CH2:18][CH2:19][OH:20], predict the reaction product. The product is: [CH2:1]([P:3]([CH:6]([C:10]1[CH:15]=[CH:14][CH:13]=[CH:12][CH:11]=1)[CH2:7][CH2:8][OH:9])(=[O:4])[O:5][CH2:16][CH2:17][CH2:18][CH2:19][OH:20])[CH3:2]. (4) The product is: [Cl:26][C:21]1[CH:20]=[C:19]([NH:18][C:5]2[C:4]3[C:9](=[C:10]([C:12]([F:13])([F:14])[F:15])[CH:11]=[C:2]([NH:1][CH2:38][C:35]4[S:34][C:33]([N:27]5[CH2:32][CH2:31][O:30][CH2:29][CH2:28]5)=[N:37][CH:36]=4)[CH:3]=3)[N:8]=[CH:7][C:6]=2[C:16]#[N:17])[CH:24]=[CH:23][C:22]=1[F:25]. Given the reactants [NH2:1][C:2]1[CH:3]=[C:4]2[C:9](=[C:10]([C:12]([F:15])([F:14])[F:13])[CH:11]=1)[N:8]=[CH:7][C:6]([C:16]#[N:17])=[C:5]2[NH:18][C:19]1[CH:24]=[CH:23][C:22]([F:25])=[C:21]([Cl:26])[CH:20]=1.[N:27]1([C:33]2[S:34][C:35]([CH:38]=O)=[CH:36][N:37]=2)[CH2:32][CH2:31][O:30][CH2:29][CH2:28]1.[BH3-]C#N.[Na+], predict the reaction product. (5) Given the reactants C(OC([NH:8][CH:9]([C:11]1[NH:12][C:13]([C:21]2[CH:30]=[CH:29][CH:28]=[C:27]3[C:22]=2[N:23]=[C:24]([NH:32][C:33]([CH3:36])([CH3:35])[CH3:34])[C:25]([CH3:31])=[N:26]3)=[CH:14][C:15]=1[C:16]([O:18]CC)=[O:17])[CH3:10])=O)(C)(C)C.[Li+].[OH-].[ClH:39], predict the reaction product. The product is: [ClH:39].[NH2:8][CH:9]([C:11]1[NH:12][C:13]([C:21]2[CH:30]=[CH:29][CH:28]=[C:27]3[C:22]=2[N:23]=[C:24]([NH:32][C:33]([CH3:34])([CH3:36])[CH3:35])[C:25]([CH3:31])=[N:26]3)=[CH:14][C:15]=1[C:16]([OH:18])=[O:17])[CH3:10]. (6) The product is: [Cl:21][C:3]1[C:2]([B:25]2[O:26][C:27]([CH3:29])([CH3:28])[C:23]([CH3:39])([CH3:22])[O:24]2)=[CH:7][CH:6]=[CH:5][C:4]=1/[N:8]=[C:9]1/[C:10]2[CH:20]=[CH:19][CH:18]=[CH:17][C:11]=2[N:12]([CH3:16])[C:13](=[O:15])[O:14]/1. Given the reactants Br[C:2]1[C:3]([Cl:21])=[C:4](/[N:8]=[C:9]2/[C:10]3[CH:20]=[CH:19][CH:18]=[CH:17][C:11]=3[N:12]([CH3:16])[C:13](=[O:15])[O:14]/2)[CH:5]=[CH:6][CH:7]=1.[CH3:22][C:23]1([CH3:39])[C:27]([CH3:29])([CH3:28])[O:26][B:25]([B:25]2[O:26][C:27]([CH3:29])([CH3:28])[C:23]([CH3:39])([CH3:22])[O:24]2)[O:24]1.C([O-])(=O)C.[K+], predict the reaction product.